From a dataset of Full USPTO retrosynthesis dataset with 1.9M reactions from patents (1976-2016). Predict the reactants needed to synthesize the given product. Given the product [C:16]1([CH3:20])[CH:17]=[CH:18][CH:19]=[C:14]([C:13]2[O:21][C:2]3[C:3]([C:4]([O:6][CH3:7])=[O:5])=[CH:8][CH:9]=[CH:10][C:11]=3[N:12]=2)[CH:15]=1, predict the reactants needed to synthesize it. The reactants are: O[C:2]1[C:11]([NH:12][C:13](=[O:21])[C:14]2[CH:19]=[CH:18][CH:17]=[C:16]([CH3:20])[CH:15]=2)=[CH:10][CH:9]=[CH:8][C:3]=1[C:4]([O:6][CH3:7])=[O:5].CC1C=CC(S(O)(=O)=O)=CC=1.